The task is: Predict the product of the given reaction.. This data is from Forward reaction prediction with 1.9M reactions from USPTO patents (1976-2016). (1) Given the reactants [Cl:1][C:2]1[CH:7]=[C:6]([Cl:8])[CH:5]=[CH:4][C:3]=1[C:9]1[O:13][C:12]([CH3:14])=[C:11]([CH:15]=[O:16])[CH:10]=1.[CH:17]1([Mg]Br)[CH2:22][CH2:21][CH2:20][CH2:19][CH2:18]1.O1CCCC1, predict the reaction product. The product is: [CH:17]1([CH:15]([C:11]2[CH:10]=[C:9]([C:3]3[CH:4]=[CH:5][C:6]([Cl:8])=[CH:7][C:2]=3[Cl:1])[O:13][C:12]=2[CH3:14])[OH:16])[CH2:22][CH2:21][CH2:20][CH2:19][CH2:18]1. (2) Given the reactants [CH3:1][C:2]1([CH3:8])[CH2:6][NH:5][C:4](=[O:7])[CH2:3]1.[H-].[Na+].Br[CH2:12][C:13]1[CH:18]=[CH:17][CH:16]=[CH:15][CH:14]=1, predict the reaction product. The product is: [CH2:12]([N:5]1[CH2:6][C:2]([CH3:8])([CH3:1])[CH2:3][C:4]1=[O:7])[C:13]1[CH:18]=[CH:17][CH:16]=[CH:15][CH:14]=1.